Dataset: Full USPTO retrosynthesis dataset with 1.9M reactions from patents (1976-2016). Task: Predict the reactants needed to synthesize the given product. Given the product [NH:14]1[C:18]2[CH:19]=[CH:20][C:21]([C:23]3[NH:1][C:2]4[N:6]([N:5]=[C:4]([OH:7])[C:3]=4[C:8]4[CH:13]=[CH:12][CH:11]=[CH:10][N:9]=4)[C:25](=[O:26])[CH:24]=3)=[CH:22][C:17]=2[N:16]=[N:15]1, predict the reactants needed to synthesize it. The reactants are: [NH2:1][C:2]1[NH:6][N:5]=[C:4]([OH:7])[C:3]=1[C:8]1[CH:13]=[CH:12][CH:11]=[CH:10][N:9]=1.[NH:14]1[C:18]2[CH:19]=[CH:20][C:21]([C:23](=O)[CH2:24][C:25](OCC)=[O:26])=[CH:22][C:17]=2[N:16]=[N:15]1.CC1C=CC(S(O)(=O)=O)=CC=1.